Dataset: NCI-60 drug combinations with 297,098 pairs across 59 cell lines. Task: Regression. Given two drug SMILES strings and cell line genomic features, predict the synergy score measuring deviation from expected non-interaction effect. (1) Drug 1: CCC1(C2=C(COC1=O)C(=O)N3CC4=CC5=C(C=CC(=C5CN(C)C)O)N=C4C3=C2)O.Cl. Drug 2: CC1C(C(CC(O1)OC2CC(CC3=C2C(=C4C(=C3O)C(=O)C5=C(C4=O)C(=CC=C5)OC)O)(C(=O)CO)O)N)O.Cl. Cell line: SK-OV-3. Synergy scores: CSS=34.2, Synergy_ZIP=-4.51, Synergy_Bliss=-0.198, Synergy_Loewe=0.920, Synergy_HSA=1.92. (2) Drug 1: CCCS(=O)(=O)NC1=C(C(=C(C=C1)F)C(=O)C2=CNC3=C2C=C(C=N3)C4=CC=C(C=C4)Cl)F. Drug 2: CC12CCC3C(C1CCC2=O)CC(=C)C4=CC(=O)C=CC34C. Cell line: HOP-92. Synergy scores: CSS=53.5, Synergy_ZIP=1.39, Synergy_Bliss=2.02, Synergy_Loewe=-2.12, Synergy_HSA=1.07. (3) Drug 1: CC(C1=C(C=CC(=C1Cl)F)Cl)OC2=C(N=CC(=C2)C3=CN(N=C3)C4CCNCC4)N. Drug 2: N.N.Cl[Pt+2]Cl. Cell line: RPMI-8226. Synergy scores: CSS=-0.356, Synergy_ZIP=7.27, Synergy_Bliss=12.5, Synergy_Loewe=-4.70, Synergy_HSA=1.37. (4) Drug 1: CN(C)C1=NC(=NC(=N1)N(C)C)N(C)C. Drug 2: CCCS(=O)(=O)NC1=C(C(=C(C=C1)F)C(=O)C2=CNC3=C2C=C(C=N3)C4=CC=C(C=C4)Cl)F. Cell line: MOLT-4. Synergy scores: CSS=-7.08, Synergy_ZIP=3.33, Synergy_Bliss=2.34, Synergy_Loewe=-4.24, Synergy_HSA=-2.97. (5) Drug 1: CCC(=C(C1=CC=CC=C1)C2=CC=C(C=C2)OCCN(C)C)C3=CC=CC=C3.C(C(=O)O)C(CC(=O)O)(C(=O)O)O. Drug 2: CC1CCC2CC(C(=CC=CC=CC(CC(C(=O)C(C(C(=CC(C(=O)CC(OC(=O)C3CCCCN3C(=O)C(=O)C1(O2)O)C(C)CC4CCC(C(C4)OC)O)C)C)O)OC)C)C)C)OC. Cell line: UACC62. Synergy scores: CSS=5.26, Synergy_ZIP=-3.49, Synergy_Bliss=-2.44, Synergy_Loewe=-12.6, Synergy_HSA=-1.61. (6) Synergy scores: CSS=44.4, Synergy_ZIP=-0.679, Synergy_Bliss=2.22, Synergy_Loewe=0.281, Synergy_HSA=3.22. Drug 1: C1C(C(OC1N2C=C(C(=O)NC2=O)F)CO)O. Cell line: KM12. Drug 2: CCCCC(=O)OCC(=O)C1(CC(C2=C(C1)C(=C3C(=C2O)C(=O)C4=C(C3=O)C=CC=C4OC)O)OC5CC(C(C(O5)C)O)NC(=O)C(F)(F)F)O.